The task is: Regression. Given two drug SMILES strings and cell line genomic features, predict the synergy score measuring deviation from expected non-interaction effect.. This data is from NCI-60 drug combinations with 297,098 pairs across 59 cell lines. (1) Drug 1: CC1=C2C(C(=O)C3(C(CC4C(C3C(C(C2(C)C)(CC1OC(=O)C(C(C5=CC=CC=C5)NC(=O)OC(C)(C)C)O)O)OC(=O)C6=CC=CC=C6)(CO4)OC(=O)C)OC)C)OC. Drug 2: C1=CC(=CC=C1C#N)C(C2=CC=C(C=C2)C#N)N3C=NC=N3. Cell line: UO-31. Synergy scores: CSS=44.0, Synergy_ZIP=2.16, Synergy_Bliss=5.15, Synergy_Loewe=-20.1, Synergy_HSA=7.51. (2) Drug 1: COC1=CC(=CC(=C1O)OC)C2C3C(COC3=O)C(C4=CC5=C(C=C24)OCO5)OC6C(C(C7C(O6)COC(O7)C8=CC=CS8)O)O. Drug 2: CC=C1C(=O)NC(C(=O)OC2CC(=O)NC(C(=O)NC(CSSCCC=C2)C(=O)N1)C(C)C)C(C)C. Cell line: MCF7. Synergy scores: CSS=50.2, Synergy_ZIP=1.54, Synergy_Bliss=1.10, Synergy_Loewe=0.0834, Synergy_HSA=5.28. (3) Drug 1: CCC1=CC2CC(C3=C(CN(C2)C1)C4=CC=CC=C4N3)(C5=C(C=C6C(=C5)C78CCN9C7C(C=CC9)(C(C(C8N6C)(C(=O)OC)O)OC(=O)C)CC)OC)C(=O)OC.C(C(C(=O)O)O)(C(=O)O)O. Drug 2: C#CCC(CC1=CN=C2C(=N1)C(=NC(=N2)N)N)C3=CC=C(C=C3)C(=O)NC(CCC(=O)O)C(=O)O. Cell line: TK-10. Synergy scores: CSS=12.9, Synergy_ZIP=-3.99, Synergy_Bliss=3.65, Synergy_Loewe=3.43, Synergy_HSA=2.99. (4) Drug 1: C1CN1P(=S)(N2CC2)N3CC3. Drug 2: CC1CCCC2(C(O2)CC(NC(=O)CC(C(C(=O)C(C1O)C)(C)C)O)C(=CC3=CSC(=N3)C)C)C. Cell line: SK-MEL-5. Synergy scores: CSS=53.4, Synergy_ZIP=1.22, Synergy_Bliss=1.17, Synergy_Loewe=-7.04, Synergy_HSA=3.38.